This data is from Peptide-MHC class I binding affinity with 185,985 pairs from IEDB/IMGT. The task is: Regression. Given a peptide amino acid sequence and an MHC pseudo amino acid sequence, predict their binding affinity value. This is MHC class I binding data. (1) The binding affinity (normalized) is 0.0847. The peptide sequence is YVPTEFWGF. The MHC is HLA-A31:01 with pseudo-sequence HLA-A31:01. (2) The peptide sequence is KVMDFGIAR. The MHC is HLA-B58:01 with pseudo-sequence HLA-B58:01. The binding affinity (normalized) is 0.260. (3) The peptide sequence is KRMGVQMQR. The MHC is HLA-A03:01 with pseudo-sequence HLA-A03:01. The binding affinity (normalized) is 0.0847. (4) The MHC is HLA-A11:01 with pseudo-sequence HLA-A11:01. The peptide sequence is RVFNNYMPY. The binding affinity (normalized) is 0.823. (5) The peptide sequence is VPLDEDFRKY. The MHC is HLA-A11:01 with pseudo-sequence HLA-A11:01. The binding affinity (normalized) is 0.